This data is from Forward reaction prediction with 1.9M reactions from USPTO patents (1976-2016). The task is: Predict the product of the given reaction. (1) Given the reactants [F:1][C:2]1([F:24])[CH2:7][CH2:6][CH:5]([CH2:8][NH:9][C:10]([C:12]2[C:13]3[CH:14]=[CH:15][C:16](Cl)=[N:17][C:18]=3[CH:19]=[CH:20][C:21]=2[Cl:22])=[O:11])[CH2:4][CH2:3]1.Cl.[F:26][C:27]1([F:31])[CH2:30][NH:29][CH2:28]1.CCN(C(C)C)C(C)C, predict the reaction product. The product is: [F:1][C:2]1([F:24])[CH2:7][CH2:6][CH:5]([CH2:8][NH:9][C:10]([C:12]2[C:13]3[CH:14]=[CH:15][C:16]([N:29]4[CH2:30][C:27]([F:31])([F:26])[CH2:28]4)=[N:17][C:18]=3[CH:19]=[CH:20][C:21]=2[Cl:22])=[O:11])[CH2:4][CH2:3]1. (2) Given the reactants C[O:2][C:3]1[CH:4]=[C:5]([C:20]#[N:21])[C:6]2[S:10][C:9]([C:11]3[CH:16]=[CH:15][C:14]([O:17]C)=[CH:13][CH:12]=3)=[N:8][C:7]=2[CH:19]=1.Cl, predict the reaction product. The product is: [C:20]([C:5]1[C:6]2[S:10][C:9]([C:11]3[CH:12]=[CH:13][C:14]([OH:17])=[CH:15][CH:16]=3)=[N:8][C:7]=2[CH:19]=[C:3]([OH:2])[CH:4]=1)#[N:21]. (3) Given the reactants C([O:8][N:9]1[C:14]2[N:15]=[CH:16][N:17]=[CH:18][C:13]=2[C:12](/[CH:19]=[CH:20]/[C:21]2[CH:26]=[CH:25][CH:24]=[CH:23][CH:22]=2)=[CH:11][C:10]1=[O:27])C1C=CC=CC=1.CO.[H][H], predict the reaction product. The product is: [OH:8][N:9]1[C:14]2[N:15]=[CH:16][N:17]=[CH:18][C:13]=2[C:12]([CH2:19][CH2:20][C:21]2[CH:22]=[CH:23][CH:24]=[CH:25][CH:26]=2)=[CH:11][C:10]1=[O:27]. (4) Given the reactants CC([O-])(C)C.[K+].[OH:7][C:8]1[CH:13]=[CH:12][C:11]([SH:14])=[CH:10][CH:9]=1.F[C:16]1[CH:21]=[CH:20][C:19]([C:22](=[O:24])[CH3:23])=[CH:18][CH:17]=1.CC#N, predict the reaction product. The product is: [OH:7][C:8]1[CH:13]=[CH:12][C:11]([S:14][C:16]2[CH:21]=[CH:20][C:19]([C:22](=[O:24])[CH3:23])=[CH:18][CH:17]=2)=[CH:10][CH:9]=1. (5) Given the reactants [N:1]([CH2:4][C:5](=[O:20])[C:6]([C:9]1[CH:14]=[CH:13][C:12]([S:15]([NH2:18])(=[O:17])=[O:16])=[C:11]([Cl:19])[CH:10]=1)([CH3:8])[CH3:7])=[N+]=[N-], predict the reaction product. The product is: [ClH:19].[NH2:1][CH2:4][C:5](=[O:20])[C:6]([C:9]1[CH:14]=[CH:13][C:12]([S:15]([NH2:18])(=[O:17])=[O:16])=[C:11]([Cl:19])[CH:10]=1)([CH3:8])[CH3:7]. (6) Given the reactants [CH3:1][N:2]([CH3:32])[C:3]([CH3:31])([CH2:22][O:23][Si](C(C)(C)C)(C)C)[CH:4]([NH:11][C:12](=[O:21])[C:13]1[CH:18]=[CH:17][CH:16]=[C:15]([CH3:19])[C:14]=1[CH3:20])[C:5]1[CH:10]=[CH:9][CH:8]=[CH:7][CH:6]=1.[F-].C([N+](CCCC)(CCCC)CCCC)CCC.C(OCC)(=O)C.CCCCC, predict the reaction product. The product is: [CH3:32][N:2]([CH3:1])[C:3]([CH3:31])([CH2:22][OH:23])[CH:4]([NH:11][C:12](=[O:21])[C:13]1[CH:18]=[CH:17][CH:16]=[C:15]([CH3:19])[C:14]=1[CH3:20])[C:5]1[CH:6]=[CH:7][CH:8]=[CH:9][CH:10]=1. (7) Given the reactants [C:1]([O:5][C:6]([N:8]1[CH2:13][CH2:12][N:11]([C:14]2[CH:19]=[CH:18][C:17]([C:20]3[O:24][C:23]([NH:25][C:26]4[CH:27]=[N:28][CH:29]=[CH:30][CH:31]=4)=[N:22][C:21]=3[C:32]([OH:34])=O)=[CH:16][CH:15]=2)[CH2:10][CH2:9]1)=[O:7])([CH3:4])([CH3:3])[CH3:2].F[P-](F)(F)(F)(F)F.[N:42]1(OC(N(C)C)=[N+](C)C)C2N=CC=CC=2N=N1.C(N(C(C)C)CC)(C)C.N.O1CCOCC1, predict the reaction product. The product is: [C:32]([C:21]1[N:22]=[C:23]([NH:25][C:26]2[CH:27]=[N:28][CH:29]=[CH:30][CH:31]=2)[O:24][C:20]=1[C:17]1[CH:16]=[CH:15][C:14]([N:11]2[CH2:12][CH2:13][N:8]([C:6]([O:5][C:1]([CH3:4])([CH3:2])[CH3:3])=[O:7])[CH2:9][CH2:10]2)=[CH:19][CH:18]=1)(=[O:34])[NH2:42]. (8) Given the reactants Br[C:2]1[CH:11]=[CH:10][C:9]2[N:8]=[CH:7][C:6]3[N:12]([CH3:23])[C:13](=[O:22])[N:14]([C:15]4[C:16]([CH3:21])=[N:17][N:18]([CH3:20])[CH:19]=4)[C:5]=3[C:4]=2[CH:3]=1.[C:24]([C:26]1[CH:31]=[CH:30][C:29](B2OC(C)(C)C(C)(C)O2)=[CH:28][N:27]=1)#[N:25], predict the reaction product. The product is: [CH3:20][N:18]1[CH:19]=[C:15]([N:14]2[C:5]3[C:4]4[CH:3]=[C:2]([C:29]5[CH:30]=[CH:31][C:26]([C:24]#[N:25])=[N:27][CH:28]=5)[CH:11]=[CH:10][C:9]=4[N:8]=[CH:7][C:6]=3[N:12]([CH3:23])[C:13]2=[O:22])[C:16]([CH3:21])=[N:17]1. (9) Given the reactants Cl.[F:2][C:3]1[CH:8]=[CH:7][C:6]([NH:9][C:10]2[C:11]3[C:18]([CH3:19])=[C:17]([C:20]([NH2:22])=[O:21])[S:16][C:12]=3[N:13]=[CH:14][N:15]=2)=[C:5]([O:23][C@@H:24]2[CH2:28][CH2:27][NH:26][CH2:25]2)[CH:4]=1.[C:29](OC(=O)C)(=[O:31])[CH3:30], predict the reaction product. The product is: [C:29]([N:26]1[CH2:27][CH2:28][C@@H:24]([O:23][C:5]2[CH:4]=[C:3]([F:2])[CH:8]=[CH:7][C:6]=2[NH:9][C:10]2[C:11]3[C:18]([CH3:19])=[C:17]([C:20]([NH2:22])=[O:21])[S:16][C:12]=3[N:13]=[CH:14][N:15]=2)[CH2:25]1)(=[O:31])[CH3:30]. (10) The product is: [Br:1][C:2]1[CH:10]=[C:9]2[C:5]([CH2:6][C:7](=[O:11])[N:8]2[C:22]([O:21][C:18]([CH3:20])([CH3:19])[CH3:17])=[O:23])=[CH:4][CH:3]=1. Given the reactants [Br:1][C:2]1[CH:10]=[C:9]2[C:5]([CH2:6][C:7](=[O:11])[NH:8]2)=[CH:4][CH:3]=1.C([O-])(O)=O.[Na+].[CH3:17][C:18]([O:21][C:22](O[C:22]([O:21][C:18]([CH3:20])([CH3:19])[CH3:17])=[O:23])=[O:23])([CH3:20])[CH3:19], predict the reaction product.